The task is: Predict the product of the given reaction.. This data is from Forward reaction prediction with 1.9M reactions from USPTO patents (1976-2016). (1) Given the reactants [I-:1].[Na+].Br[C:4]1[C:5]([N:22]2[CH2:27][CH2:26][CH:25]([N:28]3[CH2:34][CH2:33][C:32]4[CH:35]=[C:36]([O:39][CH3:40])[CH:37]=[CH:38][C:31]=4[NH:30][C:29]3=[O:41])[CH2:24][CH2:23]2)=[CH:6][C:7]([C:10]([N:12]2[C:20]3[C:15](=[CH:16][C:17]([F:21])=[CH:18][CH:19]=3)[CH2:14][CH2:13]2)=[O:11])=[N:8][CH:9]=1.CN(C=O)C, predict the reaction product. The product is: [F:21][C:17]1[CH:16]=[C:15]2[C:20](=[CH:19][CH:18]=1)[N:12]([C:10]([C:7]1[CH:6]=[C:5]([N:22]3[CH2:27][CH2:26][CH:25]([N:28]4[CH2:34][CH2:33][C:32]5[CH:35]=[C:36]([O:39][CH3:40])[CH:37]=[CH:38][C:31]=5[NH:30][C:29]4=[O:41])[CH2:24][CH2:23]3)[C:4]([I:1])=[CH:9][N:8]=1)=[O:11])[CH2:13][CH2:14]2. (2) Given the reactants C([O-])(=O)C([O-])=O.[CH3:7][C:8]1[C:13]([N+:14]([O-:16])=[O:15])=[CH:12][CH:11]=[CH:10][C:9]=1[N+](CC)(CCC)CCC.[CH3:26][C:27]1C([N+]([O-])=O)=CC=C[C:28]=1[N+:36](CC)([CH2:40][CH2:41]C)[CH2:37][CH2:38][CH3:39].[OH-].[Na+], predict the reaction product. The product is: [CH3:7][C:8]1[C:13]([N+:14]([O-:16])=[O:15])=[CH:12][CH:11]=[CH:10][C:9]=1[CH2:41][CH2:40][N:36]([CH2:37][CH2:38][CH3:39])[CH2:28][CH2:27][CH3:26].